This data is from Experimentally validated miRNA-target interactions with 360,000+ pairs, plus equal number of negative samples. The task is: Binary Classification. Given a miRNA mature sequence and a target amino acid sequence, predict their likelihood of interaction. (1) The miRNA is hsa-miR-1249-5p with sequence AGGAGGGAGGAGAUGGGCCAAGUU. The protein sequence of the target gene is MPRHHAGGEEGGAAGLWVKSGAAAAAAGGGRLGSGMKDVESGRGRVLLNSAAARGDGLLLLGTRAATLGGGGGGLRESRRGKQGARMSLLGKPLSYTSSQSCRRNVKYRRVQNYLYNVLERPRGWAFIYHAFVFLLVFGCLILSVFSTIPEHTKLASSCLLILEFVMIVVFGLEFIIRIWSAGCCCRYRGWQGRLRFARKPFCVIDTIVLIASIAVVSAKTQGNIFATSALRSLRFLQILRMVRMDRRGGTWKLLGSVVYAHSKELITAWYIGFLVLIFSSFLVYLVEKDANKEFSTYAD.... Result: 1 (interaction). (2) The miRNA is cel-miR-55-3p with sequence UACCCGUAUAAGUUUCUGCUGAG. The protein sequence of the target gene is MERLDKAALNALQPPEFRNENSLAATLKTLLFFTALMITVPIGLYFTTKAYIFEGALGMSNRDSYFYAAIVAVVAVHVVLALFVYVAWNEGSRQWREGKQD. Result: 0 (no interaction).